This data is from Peptide-MHC class II binding affinity with 134,281 pairs from IEDB. The task is: Regression. Given a peptide amino acid sequence and an MHC pseudo amino acid sequence, predict their binding affinity value. This is MHC class II binding data. (1) The peptide sequence is KITQWLETKGVERLKRM. The MHC is DRB1_1101 with pseudo-sequence DRB1_1101. The binding affinity (normalized) is 0.399. (2) The peptide sequence is IMLLAYYIAAVNIES. The MHC is HLA-DQA10201-DQB10202 with pseudo-sequence HLA-DQA10201-DQB10202. The binding affinity (normalized) is 0.0780. (3) The peptide sequence is SKTHLNFERSLKAFF. The MHC is DRB5_0101 with pseudo-sequence DRB5_0101. The binding affinity (normalized) is 0.766. (4) The peptide sequence is PPAIFKSYCEIIVT. The MHC is DRB1_0301 with pseudo-sequence DRB1_0301. The binding affinity (normalized) is 0. (5) The peptide sequence is NFLGPIAVGGLLMML. The MHC is DRB1_1301 with pseudo-sequence DRB1_1301. The binding affinity (normalized) is 0.587. (6) The peptide sequence is EKKYFAATQFTPLAA. The MHC is HLA-DPA10301-DPB10402 with pseudo-sequence HLA-DPA10301-DPB10402. The binding affinity (normalized) is 0.837. (7) The peptide sequence is ALAQSRYWRAGSMYQGL. The MHC is DRB1_0101 with pseudo-sequence DRB1_0101. The binding affinity (normalized) is 0.